This data is from Forward reaction prediction with 1.9M reactions from USPTO patents (1976-2016). The task is: Predict the product of the given reaction. Given the reactants [C:1]([O:5][C:6]([N:8]1[CH2:13][CH2:12][N:11]([C:14](=[N:17][CH3:18])SC)[CH:10]([C:19]2[O:23][N:22]=[C:21]([C:24]3[CH:29]=[CH:28][CH:27]=[C:26]([Cl:30])[CH:25]=3)[N:20]=2)[CH2:9]1)=[O:7])([CH3:4])([CH3:3])[CH3:2].[C:31]([NH:39][NH2:40])(=O)[C:32]1[CH:37]=[CH:36][N:35]=[CH:34][CH:33]=1, predict the reaction product. The product is: [NH3:8].[C:1]([O:5][C:6]([N:8]1[CH2:13][CH2:12][N:11]([C:14]2[N:17]([CH3:18])[C:31]([C:32]3[CH:37]=[CH:36][N:35]=[CH:34][CH:33]=3)=[N:39][N:40]=2)[CH:10]([C:19]2[O:23][N:22]=[C:21]([C:24]3[CH:29]=[CH:28][CH:27]=[C:26]([Cl:30])[CH:25]=3)[N:20]=2)[CH2:9]1)=[O:7])([CH3:4])([CH3:2])[CH3:3].